From a dataset of Peptide-MHC class I binding affinity with 185,985 pairs from IEDB/IMGT. Regression. Given a peptide amino acid sequence and an MHC pseudo amino acid sequence, predict their binding affinity value. This is MHC class I binding data. (1) The peptide sequence is FRKAQIQGL. The MHC is HLA-A02:02 with pseudo-sequence HLA-A02:02. The binding affinity (normalized) is 0. (2) The peptide sequence is LTFGWCFKL. The MHC is HLA-A69:01 with pseudo-sequence HLA-A69:01. The binding affinity (normalized) is 0.644. (3) The peptide sequence is YTIGTTHFQR. The MHC is HLA-A68:01 with pseudo-sequence HLA-A68:01. The binding affinity (normalized) is 0.736. (4) The peptide sequence is AELYRLEL. The MHC is Mamu-B01 with pseudo-sequence Mamu-B01. The binding affinity (normalized) is 0. (5) The peptide sequence is GPSPSHKSV. The MHC is HLA-B51:01 with pseudo-sequence HLA-B51:01. The binding affinity (normalized) is 0.0847. (6) The peptide sequence is AVAVHDFFK. The MHC is HLA-A11:01 with pseudo-sequence HLA-A11:01. The binding affinity (normalized) is 0.635. (7) The peptide sequence is YALATQVEF. The MHC is HLA-C03:03 with pseudo-sequence HLA-C03:03. The binding affinity (normalized) is 1.00.